From a dataset of Forward reaction prediction with 1.9M reactions from USPTO patents (1976-2016). Predict the product of the given reaction. (1) Given the reactants C(N(C(C)C)CC)(C)C.[N:10]1([C:21]([O:23][C:24]([CH3:27])([CH3:26])[CH3:25])=[O:22])[CH2:15][CH2:14][CH:13]([C:16]([O:18][CH2:19][CH3:20])=[O:17])[CH2:12][CH2:11]1.[CH2:28](Br)[C:29]1[CH:34]=[CH:33][CH:32]=[CH:31][CH:30]=1, predict the reaction product. The product is: [CH2:28]([C:13]1([C:16]([O:18][CH2:19][CH3:20])=[O:17])[CH2:12][CH2:11][N:10]([C:21]([O:23][C:24]([CH3:26])([CH3:25])[CH3:27])=[O:22])[CH2:15][CH2:14]1)[C:29]1[CH:34]=[CH:33][CH:32]=[CH:31][CH:30]=1. (2) Given the reactants [CH2:1]([CH:8]([C:12](=[O:14])[CH3:13])[C:9](=[O:11])[CH3:10])[C:2]1[CH:7]=[CH:6][CH:5]=[CH:4][CH:3]=1.[CH:15](=O)[C:16]1[CH:21]=[CH:20][CH:19]=[CH:18][CH:17]=1.B(OCCCC)(OCCCC)O[CH2:25][CH2:26][CH2:27]C.[CH2:39](N)[CH2:40][CH2:41][CH3:42].Cl, predict the reaction product. The product is: [CH2:1]([CH:8]([C:9](=[O:11])[CH:10]=[CH:42][C:41]1[CH:27]=[CH:26][CH:25]=[CH:39][CH:40]=1)[C:12](=[O:14])[CH:13]=[CH:15][C:16]1[CH:21]=[CH:20][CH:19]=[CH:18][CH:17]=1)[C:2]1[CH:7]=[CH:6][CH:5]=[CH:4][CH:3]=1. (3) Given the reactants C(Cl)(=O)C(Cl)=O.[Br:7][C:8]1[CH:16]=[CH:15][C:14]([I:17])=[CH:13][C:9]=1[C:10](O)=[O:11].CN(C=O)C, predict the reaction product. The product is: [Br:7][C:8]1[CH:16]=[CH:15][C:14]([I:17])=[CH:13][C:9]=1[CH2:10][OH:11]. (4) Given the reactants [C:1]([O:5][C:6]([N:8]1[CH2:12][CH2:11][CH:10]([OH:13])[CH:9]1[C:14]([OH:16])=[O:15])=[O:7])([CH3:4])([CH3:3])[CH3:2].[C:17]([O-])([O-])=O.[K+].[K+].IC, predict the reaction product. The product is: [CH3:17][O:15][C:14]([CH:9]1[CH:10]([OH:13])[CH2:11][CH2:12][N:8]1[C:6]([O:5][C:1]([CH3:4])([CH3:2])[CH3:3])=[O:7])=[O:16]. (5) Given the reactants [N+:1]([C:4]1[CH:5]=[N:6][N:7]([CH2:9][C:10]([O:12][CH3:13])=[O:11])[CH:8]=1)([O-])=O.[H][H], predict the reaction product. The product is: [NH2:1][C:4]1[CH:5]=[N:6][N:7]([CH2:9][C:10]([O:12][CH3:13])=[O:11])[CH:8]=1. (6) Given the reactants Cl[C:2]1[CH:3]=[C:4]([C:15]([NH:17][CH2:18][C:19]2[C:20](=[O:27])[NH:21][C:22]([CH3:26])=[CH:23][C:24]=2[CH3:25])=[O:16])[C:5]2[C:10](C)=[N:9][N:8]([CH:12]([CH3:14])[CH3:13])[C:6]=2[N:7]=1.[NH2:28][C:29]1[CH:37]=[CH:36][C:32]([C:33]([NH2:35])=[O:34])=[CH:31][CH:30]=1.C(=O)([O-])[O-].[Cs+].[Cs+].CC1(C)C2C(=C(P(C3C=CC=CC=3)C3C=CC=CC=3)C=CC=2)OC2C(P(C3C=CC=CC=3)C3C=CC=CC=3)=CC=CC1=2, predict the reaction product. The product is: [NH2:35][C:33]([C:32]1[CH:36]=[CH:37][C:29]([NH:28][C:2]2[CH:3]=[C:4]([C:15]([NH:17][CH2:18][C:19]3[C:20](=[O:27])[NH:21][C:22]([CH3:26])=[CH:23][C:24]=3[CH3:25])=[O:16])[C:5]3[CH:10]=[N:9][N:8]([CH:12]([CH3:13])[CH3:14])[C:6]=3[N:7]=2)=[CH:30][CH:31]=1)=[O:34]. (7) The product is: [CH3:3][CH2:2][O:4][C:5](/[C:6](/[Cl:1])=[N:10]\[OH:12])=[O:8]. Given the reactants [ClH:1].[CH2:2]([O:4][C:5](=[O:8])[CH2:6]N)[CH3:3].Cl.[N:10]([O-:12])=O.[Na+], predict the reaction product.